This data is from Forward reaction prediction with 1.9M reactions from USPTO patents (1976-2016). The task is: Predict the product of the given reaction. (1) Given the reactants C(O[C:4]([C:6]1[C:7]2[S:15][CH:14]=[C:13]([CH2:16][O:17][C:18]3[CH:23]=[CH:22][CH:21]=[C:20]([C:24]4[N:25]=[N:26][N:27]([CH3:29])[N:28]=4)[CH:19]=3)[C:8]=2[C:9]([NH2:12])=[N:10][CH:11]=1)=[O:5])C.[CH2:30]([CH2:32][NH2:33])[OH:31], predict the reaction product. The product is: [OH:31][CH2:30][CH2:32][NH:33][C:4]([C:6]1[C:7]2[S:15][CH:14]=[C:13]([CH2:16][O:17][C:18]3[CH:23]=[CH:22][CH:21]=[C:20]([C:24]4[N:25]=[N:26][N:27]([CH3:29])[N:28]=4)[CH:19]=3)[C:8]=2[C:9]([NH2:12])=[N:10][CH:11]=1)=[O:5]. (2) Given the reactants C(=O)([O-])[O-].[K+].[K+].Cl.[OH:8][C:9]1[CH:10]=[C:11]([N:15]2[C:20]([CH3:21])=[CH:19][C:18](=[O:22])[CH:17]=[C:16]2[CH3:23])[CH:12]=[CH:13][CH:14]=1.[CH2:24]([CH:26]([CH2:29][CH2:30][CH2:31][CH3:32])[CH2:27]Br)[CH3:25].[I-].[K+], predict the reaction product. The product is: [CH2:24]([CH:26]([CH2:29][CH2:30][CH2:31][CH3:32])[CH2:27][O:8][C:9]1[CH:10]=[C:11]([N:15]2[C:16]([CH3:23])=[CH:17][C:18](=[O:22])[CH:19]=[C:20]2[CH3:21])[CH:12]=[CH:13][CH:14]=1)[CH3:25]. (3) Given the reactants [CH3:1][O:2][C:3]1[C:8]([CH:9]=[O:10])=[CH:7][CH:6]=[CH:5][N:4]=1.[OH-].[K+].[N+:13]([CH2:15][C:16]([N:18]1[CH2:22][CH2:21][CH2:20][CH2:19]1)=[O:17])#[C-:14], predict the reaction product. The product is: [CH3:1][O:2][C:3]1[C:8]([C@@H:9]2[O:10][CH:14]=[N:13][C@H:15]2[C:16]([N:18]2[CH2:22][CH2:21][CH2:20][CH2:19]2)=[O:17])=[CH:7][CH:6]=[CH:5][N:4]=1. (4) Given the reactants OC(C(F)(F)F)=O.[F:8][C:9]1[CH:35]=[C:34]([F:36])[CH:33]=[CH:32][C:10]=1[O:11][CH:12]1[CH2:17][CH2:16][N:15]([C:18]2[N:19]=[C:20]3[CH2:31][CH2:30][NH:29][CH2:28][C:21]3=[N:22][C:23]=2[NH:24][CH:25]([CH3:27])[CH3:26])[CH2:14][CH2:13]1.C(N(CC)CC)C.[N:44]1([C:50](Cl)=[O:51])[CH2:49][CH2:48][O:47][CH2:46][CH2:45]1, predict the reaction product. The product is: [F:8][C:9]1[CH:35]=[C:34]([F:36])[CH:33]=[CH:32][C:10]=1[O:11][CH:12]1[CH2:13][CH2:14][N:15]([C:18]2[N:19]=[C:20]3[CH2:31][CH2:30][N:29]([C:50]([N:44]4[CH2:49][CH2:48][O:47][CH2:46][CH2:45]4)=[O:51])[CH2:28][C:21]3=[N:22][C:23]=2[NH:24][CH:25]([CH3:27])[CH3:26])[CH2:16][CH2:17]1. (5) Given the reactants Cl[CH2:2][CH2:3][CH2:4][CH2:5][N:6]1[C:18]2[C:17]3[CH:16]=[CH:15][CH:14]=[CH:13][C:12]=3[N:11]=[C:10]([NH2:19])[C:9]=2[N:8]=[C:7]1[CH2:20][CH3:21].[SH:22][C:23]1[N:28]=[CH:27][CH:26]=[CH:25][N:24]=1, predict the reaction product. The product is: [CH2:20]([C:7]1[N:6]([CH2:5][CH2:4][CH2:3][CH2:2][S:22][C:23]2[N:28]=[CH:27][CH:26]=[CH:25][N:24]=2)[C:18]2[C:17]3[CH:16]=[CH:15][CH:14]=[CH:13][C:12]=3[N:11]=[C:10]([NH2:19])[C:9]=2[N:8]=1)[CH3:21]. (6) Given the reactants C(O)(C(F)(F)F)=O.[C:8]([C:10]1[N:11]=[CH:12][C:13]([NH:16][C:17]2[CH:22]=[C:21]([NH:23][CH2:24][CH:25]3[CH2:30][CH2:29][N:28](C(OC(C)(C)C)=O)[CH2:27][CH2:26]3)[C:20](/[CH:38]=[CH:39]/[CH2:40][O:41][CH3:42])=[CH:19][N:18]=2)=[N:14][CH:15]=1)#[N:9], predict the reaction product. The product is: [CH3:42][O:41][CH2:40]/[CH:39]=[CH:38]/[C:20]1[C:21]([NH:23][CH2:24][CH:25]2[CH2:26][CH2:27][NH:28][CH2:29][CH2:30]2)=[CH:22][C:17]([NH:16][C:13]2[N:14]=[CH:15][C:10]([C:8]#[N:9])=[N:11][CH:12]=2)=[N:18][CH:19]=1. (7) The product is: [CH3:25][S:26]([N:7]1[CH2:8][CH2:9][C:5]2([CH2:1][N:2]([C:10]3[CH:17]=[CH:16][CH:15]=[CH:14][C:11]=3[CH:12]=[O:13])[CH2:3][CH2:4]2)[CH2:6]1)(=[O:28])=[O:27]. Given the reactants [CH2:1]1[C:5]2([CH2:9][CH2:8][NH:7][CH2:6]2)[CH2:4][CH2:3][N:2]1[C:10]1[CH:17]=[CH:16][CH:15]=[CH:14][C:11]=1[CH:12]=[O:13].C(N(CC)CC)C.[CH3:25][S:26](Cl)(=[O:28])=[O:27], predict the reaction product.